This data is from Reaction yield outcomes from USPTO patents with 853,638 reactions. The task is: Predict the reaction yield, written as a fraction of the theoretical maximum amount of product (1.0 means a 100% yield; for example, 0.34 means a 34% yield). (1) The reactants are [CH3:1][O:2][C:3]1[N:8]=[CH:7][C:6]([C:9]2(O)[CH2:14][CH2:13][CH2:12][CH2:11][CH2:10]2)=[CH:5][CH:4]=1.CS(Cl)(=O)=O. No catalyst specified. The product is [C:9]1([C:6]2[CH:5]=[CH:4][C:3]([O:2][CH3:1])=[N:8][CH:7]=2)[CH2:14][CH2:13][CH2:12][CH2:11][CH:10]=1. The yield is 0.630. (2) The reactants are [OH:1][C@H:2]1[C@:6]([OH:8])([CH3:7])[C@H:5]([N:9]2[CH:14]=[CH:13][C:12]([NH:15][OH:16])=[N:11][C:10]2=[O:17])[O:4][C@@H:3]1[CH2:18][O:19][P:20]([NH:29][C@@H:30]([CH3:36])[C:31]([O:33][CH2:34][CH3:35])=[O:32])([O:22][C:23]1[CH:28]=[CH:27][CH:26]=[CH:25][CH:24]=1)=[O:21].C([O-])([O-])=O.[Cs+].[Cs+].[C:43](=[O:51])([O:47][CH:48]([CH3:50])[CH3:49])[O:44][CH2:45]I.C(Cl)Cl. The catalyst is CN(C=O)C. The product is [OH:1][C@H:2]1[C@:6]([OH:8])([CH3:7])[C@H:5]([N:9]2[CH:14]=[CH:13][C:12]([NH:15][O:16][CH2:45][O:44][C:43]([O:47][CH:48]([CH3:50])[CH3:49])=[O:51])=[N:11][C:10]2=[O:17])[O:4][C@@H:3]1[CH2:18][O:19][P:20]([NH:29][C@@H:30]([CH3:36])[C:31]([O:33][CH2:34][CH3:35])=[O:32])([O:22][C:23]1[CH:28]=[CH:27][CH:26]=[CH:25][CH:24]=1)=[O:21]. The yield is 0.280. (3) The reactants are Cl.[NH2:2][CH:3]1[CH2:11][C:10]2[C:5](=[CH:6][CH:7]=[CH:8][CH:9]=2)[CH2:4]1.C(N(CC)C(C)C)(C)C.[Cl:21][CH2:22][CH2:23][N:24]=[C:25]=[O:26]. The catalyst is C(#N)C. The product is [Cl:21][CH2:22][CH2:23][NH:24][C:25]([NH:2][CH:3]1[CH2:11][C:10]2[C:5](=[CH:6][CH:7]=[CH:8][CH:9]=2)[CH2:4]1)=[O:26]. The yield is 0.470. (4) The reactants are [CH2:1]([N:8]1[CH:16]=[C:15]2[C:10]([CH:11]=[C:12]([C:17]3[CH:18]=[C:19]([CH:27]4[CH2:31][CH2:30][NH:29][CH2:28]4)[N:20]4[C:25]=3[C:24]([NH2:26])=[N:23][CH:22]=[N:21]4)[CH:13]=[CH:14]2)=[N:9]1)[C:2]1[CH:7]=[CH:6][CH:5]=[CH:4][CH:3]=1.[CH3:32][N:33]([CH3:38])[S:34](Cl)(=[O:36])=[O:35].C(N(CC)CC)C. The catalyst is O1CCCC1. The product is [NH2:26][C:24]1[C:25]2=[C:17]([C:12]3[CH:13]=[CH:14][C:15]4[C:10]([CH:11]=3)=[N:9][N:8]([CH2:1][C:2]3[CH:3]=[CH:4][CH:5]=[CH:6][CH:7]=3)[CH:16]=4)[CH:18]=[C:19]([CH:27]3[CH2:31][CH2:30][N:29]([S:34]([N:33]([CH3:38])[CH3:32])(=[O:36])=[O:35])[CH2:28]3)[N:20]2[N:21]=[CH:22][N:23]=1. The yield is 0.350. (5) The reactants are Cl.[S:2]([N:12]1[C:16]2=[N:17][CH:18]=[C:19]([C:21]([O:23]C)=[O:22])[N:20]=[C:15]2[CH:14]=[CH:13]1)([C:5]1[CH:11]=[CH:10][C:8]([CH3:9])=[CH:7][CH:6]=1)(=[O:4])=[O:3]. The catalyst is O1CCOCC1. The product is [S:2]([N:12]1[C:16]2=[N:17][CH:18]=[C:19]([C:21]([OH:23])=[O:22])[N:20]=[C:15]2[CH:14]=[CH:13]1)([C:5]1[CH:6]=[CH:7][C:8]([CH3:9])=[CH:10][CH:11]=1)(=[O:4])=[O:3]. The yield is 0.850. (6) No catalyst specified. The reactants are Cl[C:2]1[N:7]=[C:6]([NH:8][CH2:9][CH2:10][CH3:11])[N:5]=[C:4]([NH:12][CH2:13][CH2:14][CH3:15])[N:3]=1.[CH2:16]([O:23][NH:24][CH2:25][CH3:26])[C:17]1[CH:22]=[CH:21][CH:20]=[CH:19][CH:18]=1. The yield is 0.380. The product is [CH2:16]([O:23][N:24]([C:2]1[N:7]=[C:6]([NH:8][CH2:9][CH2:10][CH3:11])[N:5]=[C:4]([NH:12][CH2:13][CH2:14][CH3:15])[N:3]=1)[CH2:25][CH3:26])[C:17]1[CH:22]=[CH:21][CH:20]=[CH:19][CH:18]=1. (7) The reactants are [CH2:1]([O:3][C:4](=[O:31])[CH2:5][N:6]([CH2:17][C:18]([N:20]([N:22]1[CH2:30][C:29]2[C:24](=[CH:25][CH:26]=[CH:27][CH:28]=2)[CH2:23]1)[CH3:21])=[O:19])[C:7]1[CH:15]=[C:14]2[C:10]([CH:11]=[N:12][NH:13]2)=[CH:9][C:8]=1[CH3:16])[CH3:2].FC(F)(F)S(O[CH2:38][CH:39]([F:41])[F:40])(=O)=O. No catalyst specified. The product is [CH2:1]([O:3][C:4](=[O:31])[CH2:5][N:6]([C:7]1[CH:15]=[C:14]2[C:10]([CH:11]=[N:12][N:13]2[CH2:38][CH:39]([F:41])[F:40])=[CH:9][C:8]=1[CH3:16])[CH2:17][C:18]([N:20]([N:22]1[CH2:23][C:24]2[C:29](=[CH:28][CH:27]=[CH:26][CH:25]=2)[CH2:30]1)[CH3:21])=[O:19])[CH3:2]. The yield is 0.680. (8) The reactants are [Br:1][CH2:2][CH2:3][CH2:4][CH2:5][CH2:6][C:7]1[CH:12]=[CH:11][C:10]([C:13]2[CH:18]=[CH:17][CH:16]=[CH:15][CH:14]=2)=[CH:9][CH:8]=1.[N:19]1[CH:24]=[CH:23][CH:22]=[CH:21][CH:20]=1. No catalyst specified. The product is [Br-:1].[C:10]1([C:13]2[CH:18]=[CH:17][CH:16]=[CH:15][CH:14]=2)[CH:11]=[CH:12][C:7]([CH2:6][CH2:5][CH2:4][CH2:3][CH2:2][N+:19]2[CH:24]=[CH:23][CH:22]=[CH:21][CH:20]=2)=[CH:8][CH:9]=1. The yield is 0.900. (9) The reactants are C(NC(C)C)(C)C.[Li]CCCC.[Br:13][C:14]1[CH:19]=[CH:18][C:17]([F:20])=[CH:16][CH:15]=1.[CH:21](OC)=[O:22]. The catalyst is C1COCC1.O. The product is [Br:13][C:14]1[CH:19]=[CH:18][C:17]([F:20])=[C:16]([CH:15]=1)[CH:21]=[O:22]. The yield is 0.540.